This data is from Reaction yield outcomes from USPTO patents with 853,638 reactions. The task is: Predict the reaction yield, written as a fraction of the theoretical maximum amount of product (1.0 means a 100% yield; for example, 0.34 means a 34% yield). (1) The reactants are [Cl:1][C:2]1[CH:3]=[C:4]([CH2:8][C:9]([OH:11])=[O:10])[CH:5]=[CH:6][CH:7]=1.S(=O)(=O)(O)O.[CH2:17](O)[CH3:18]. No catalyst specified. The product is [CH2:17]([O:10][C:9](=[O:11])[CH2:8][C:4]1[CH:5]=[CH:6][CH:7]=[C:2]([Cl:1])[CH:3]=1)[CH3:18]. The yield is 0.868. (2) The reactants are [CH3:1][O:2][C:3]([C:5]1[S:6][C:7]([C:11]([OH:13])=O)=[CH:8][C:9]=1[CH3:10])=[O:4].Cl.[OH:15][C:16]1[CH:17]=[C:18]([CH:22]=[CH:23][CH:24]=1)[CH2:19][CH2:20][NH2:21].C(N(CC)CC)C.C1C=CC2N(O)N=NC=2C=1.CN(C(ON1N=NC2C=CC=CC1=2)=[N+](C)C)C.F[P-](F)(F)(F)(F)F. The catalyst is CN(C=O)C. The product is [CH3:1][O:2][C:3]([C:5]1[S:6][C:7]([C:11](=[O:13])[NH:21][CH2:20][CH2:19][C:18]2[CH:22]=[CH:23][CH:24]=[C:16]([OH:15])[CH:17]=2)=[CH:8][C:9]=1[CH3:10])=[O:4]. The yield is 0.810.